This data is from NCI-60 drug combinations with 297,098 pairs across 59 cell lines. The task is: Regression. Given two drug SMILES strings and cell line genomic features, predict the synergy score measuring deviation from expected non-interaction effect. (1) Drug 1: CNC(=O)C1=CC=CC=C1SC2=CC3=C(C=C2)C(=NN3)C=CC4=CC=CC=N4. Drug 2: CCC1(C2=C(COC1=O)C(=O)N3CC4=CC5=C(C=CC(=C5CN(C)C)O)N=C4C3=C2)O.Cl. Cell line: ACHN. Synergy scores: CSS=0.614, Synergy_ZIP=-3.06, Synergy_Bliss=-8.94, Synergy_Loewe=-32.8, Synergy_HSA=-9.41. (2) Drug 1: CNC(=O)C1=NC=CC(=C1)OC2=CC=C(C=C2)NC(=O)NC3=CC(=C(C=C3)Cl)C(F)(F)F. Drug 2: CN(CCCl)CCCl.Cl. Cell line: EKVX. Synergy scores: CSS=4.54, Synergy_ZIP=-2.70, Synergy_Bliss=0.612, Synergy_Loewe=-1.17, Synergy_HSA=0.319. (3) Drug 1: CC(C1=C(C=CC(=C1Cl)F)Cl)OC2=C(N=CC(=C2)C3=CN(N=C3)C4CCNCC4)N. Drug 2: CC(C)NC(=O)C1=CC=C(C=C1)CNNC.Cl. Cell line: SW-620. Synergy scores: CSS=21.9, Synergy_ZIP=0.466, Synergy_Bliss=6.21, Synergy_Loewe=-2.66, Synergy_HSA=2.99. (4) Drug 1: CC1=CC=C(C=C1)C2=CC(=NN2C3=CC=C(C=C3)S(=O)(=O)N)C(F)(F)F. Drug 2: CN(CCCl)CCCl.Cl. Cell line: SK-MEL-2. Synergy scores: CSS=-2.64, Synergy_ZIP=-0.315, Synergy_Bliss=3.82, Synergy_Loewe=-11.4, Synergy_HSA=-5.70. (5) Drug 1: C1CCC(C1)C(CC#N)N2C=C(C=N2)C3=C4C=CNC4=NC=N3. Drug 2: CC(C1=C(C=CC(=C1Cl)F)Cl)OC2=C(N=CC(=C2)C3=CN(N=C3)C4CCNCC4)N. Cell line: KM12. Synergy scores: CSS=50.5, Synergy_ZIP=0.594, Synergy_Bliss=0.243, Synergy_Loewe=-1.67, Synergy_HSA=3.76. (6) Drug 1: CNC(=O)C1=NC=CC(=C1)OC2=CC=C(C=C2)NC(=O)NC3=CC(=C(C=C3)Cl)C(F)(F)F. Drug 2: C1=CN(C=N1)CC(O)(P(=O)(O)O)P(=O)(O)O. Cell line: SNB-75. Synergy scores: CSS=3.86, Synergy_ZIP=-0.884, Synergy_Bliss=0.502, Synergy_Loewe=1.36, Synergy_HSA=-0.789. (7) Drug 1: C1=CC(=CC=C1CCCC(=O)O)N(CCCl)CCCl. Drug 2: CCCCC(=O)OCC(=O)C1(CC(C2=C(C1)C(=C3C(=C2O)C(=O)C4=C(C3=O)C=CC=C4OC)O)OC5CC(C(C(O5)C)O)NC(=O)C(F)(F)F)O. Cell line: SW-620. Synergy scores: CSS=19.0, Synergy_ZIP=-4.98, Synergy_Bliss=-2.41, Synergy_Loewe=-1.08, Synergy_HSA=-1.25.